From a dataset of Full USPTO retrosynthesis dataset with 1.9M reactions from patents (1976-2016). Predict the reactants needed to synthesize the given product. (1) Given the product [I:1][C:2]1[CH:3]=[C:4]([CH:8]=[CH:9][CH:10]=1)[C:5]([NH:12][CH3:11])=[O:6], predict the reactants needed to synthesize it. The reactants are: [I:1][C:2]1[CH:3]=[C:4]([CH:8]=[CH:9][CH:10]=1)[C:5](Cl)=[O:6].[CH3:11][NH2:12].C1COCC1. (2) Given the product [NH2:26][C:25]1[N:24]=[CH:23][N:22]=[C:21]2[N:17]([CH:15]([C:9]3[C:8]([O:28][CH3:29])=[C:7]([CH:5]4[CH2:4][N:3]([CH:38]([C:41]([F:44])([F:43])[F:42])[CH2:39][OH:40])[CH2:6]4)[C:12]([CH3:13])=[C:11]([Cl:14])[CH:10]=3)[CH3:16])[N:18]=[C:19]([CH3:27])[C:20]=12, predict the reactants needed to synthesize it. The reactants are: Cl.Cl.[NH:3]1[CH2:6][CH:5]([C:7]2[C:8]([O:28][CH3:29])=[C:9]([CH:15]([N:17]3[C:21]4=[N:22][CH:23]=[N:24][C:25]([NH2:26])=[C:20]4[C:19]([CH3:27])=[N:18]3)[CH3:16])[CH:10]=[C:11]([Cl:14])[C:12]=2[CH3:13])[CH2:4]1.C(N(CC)CC)C.Br[CH:38]([C:41]([F:44])([F:43])[F:42])[CH2:39][OH:40].CN(C)C=O. (3) The reactants are: [CH:1]12[O:8][CH:5]([CH2:6][CH2:7]1)[CH2:4][N:3]([C:9]1[N:14]=[C:13]([C:15]3[CH:20]=[CH:19][C:18]([NH:21][C:22](=[O:37])[NH:23][CH:24]4[CH2:29][CH2:28][N:27](C(OC(C)(C)C)=O)[CH2:26][CH2:25]4)=[CH:17][CH:16]=3)[N:12]=[C:11]3[N:38]([CH:41]4[CH2:46][CH2:45][N:44]([C:47]([O:49][CH2:50][CH3:51])=[O:48])[CH2:43][CH2:42]4)[N:39]=[CH:40][C:10]=13)[CH2:2]2. Given the product [CH:1]12[O:8][CH:5]([CH2:6][CH2:7]1)[CH2:4][N:3]([C:9]1[N:14]=[C:13]([C:15]3[CH:20]=[CH:19][C:18]([NH:21][C:22]([NH:23][CH:24]4[CH2:25][CH2:26][NH:27][CH2:28][CH2:29]4)=[O:37])=[CH:17][CH:16]=3)[N:12]=[C:11]3[N:38]([CH:41]4[CH2:46][CH2:45][N:44]([C:47]([O:49][CH2:50][CH3:51])=[O:48])[CH2:43][CH2:42]4)[N:39]=[CH:40][C:10]=13)[CH2:2]2, predict the reactants needed to synthesize it. (4) The reactants are: [CH3:1][O:2][C:3]([CH:5]1[CH2:10][CH:9]([OH:11])[CH2:8][CH:7]([C:12]([O:14][CH3:15])=[O:13])[CH2:6]1)=[O:4].C(N(CC)CC)C.CS(C)=O.C(Cl)Cl. Given the product [CH3:15][O:14][C:12]([CH:7]1[CH2:8][C:9](=[O:11])[CH2:10][CH:5]([C:3]([O:2][CH3:1])=[O:4])[CH2:6]1)=[O:13], predict the reactants needed to synthesize it. (5) The reactants are: [Cl:1][C:2]1[CH:3]=[C:4]([CH:8]([O:38][CH2:39][CH2:40][NH:41]C(=O)C(F)(F)F)[C:9]2[CH:10]=[C:11]([CH:35]=[CH:36][CH:37]=2)[C:12]([NH:14][C@@H:15]([CH2:28][CH:29]2[CH2:34][CH2:33][CH2:32][CH2:31][CH2:30]2)[CH2:16][N:17]([CH3:27])[C:18](=[O:26])[O:19][CH2:20][CH2:21][Si:22]([CH3:25])([CH3:24])[CH3:23])=[O:13])[CH:5]=[CH:6][CH:7]=1.O.[OH-].[Li+]. Given the product [NH2:41][CH2:40][CH2:39][O:38][CH:8]([C:4]1[CH:5]=[CH:6][CH:7]=[C:2]([Cl:1])[CH:3]=1)[C:9]1[CH:10]=[C:11]([CH:35]=[CH:36][CH:37]=1)[C:12]([NH:14][C@@H:15]([CH2:28][CH:29]1[CH2:30][CH2:31][CH2:32][CH2:33][CH2:34]1)[CH2:16][N:17]([CH3:27])[C:18](=[O:26])[O:19][CH2:20][CH2:21][Si:22]([CH3:25])([CH3:24])[CH3:23])=[O:13], predict the reactants needed to synthesize it.